From a dataset of Forward reaction prediction with 1.9M reactions from USPTO patents (1976-2016). Predict the product of the given reaction. (1) Given the reactants [H-].[Na+].[F:3][C:4]1[CH:5]=[CH:6][C:7]([N:10]2[CH:14]=[C:13]([CH2:15][CH2:16][NH:17][C:18](=[O:31])[C:19]3[CH:24]=[C:23]([CH3:25])[CH:22]=[CH:21][C:20]=3[N:26]3[N:30]=[CH:29][CH:28]=[N:27]3)[CH:12]=[N:11]2)=[N:8][CH:9]=1.[CH2:32](I)[CH3:33].O, predict the reaction product. The product is: [CH2:32]([N:17]([CH2:16][CH2:15][C:13]1[CH:12]=[N:11][N:10]([C:7]2[CH:6]=[CH:5][C:4]([F:3])=[CH:9][N:8]=2)[CH:14]=1)[C:18](=[O:31])[C:19]1[CH:24]=[C:23]([CH3:25])[CH:22]=[CH:21][C:20]=1[N:26]1[N:30]=[CH:29][CH:28]=[N:27]1)[CH3:33]. (2) The product is: [CH:4]([C:6]1[C:11]2[CH:12]=[C:13]([C:15]([OH:17])=[O:16])[O:14][C:10]=2[CH:9]=[CH:8][C:7]=1[OH:20])=[O:5]. Given the reactants O[Li].O.[CH:4]([C:6]1[C:11]2[CH:12]=[C:13]([C:15]([O:17]CC)=[O:16])[O:14][C:10]=2[CH:9]=[CH:8][C:7]=1[OH:20])=[O:5], predict the reaction product. (3) Given the reactants [F:1][C:2]([F:15])([CH2:6][CH2:7][CH2:8][C:9]1[CH:14]=[CH:13][CH:12]=[CH:11][CH:10]=1)[C:3]([OH:5])=O.Cl.[NH2:17][C@@H:18]([CH2:21][CH2:22][C:23]1[CH:28]=[CH:27][CH:26]=[CH:25][CH:24]=1)[C:19]#[N:20].CN(C(ON1N=NC2C=CC=NC1=2)=[N+](C)C)C.F[P-](F)(F)(F)(F)F, predict the reaction product. The product is: [C:19]([C@@H:18]([NH:17][C:3](=[O:5])[C:2]([F:1])([F:15])[CH2:6][CH2:7][CH2:8][C:9]1[CH:14]=[CH:13][CH:12]=[CH:11][CH:10]=1)[CH2:21][CH2:22][C:23]1[CH:28]=[CH:27][CH:26]=[CH:25][CH:24]=1)#[N:20]. (4) Given the reactants [O-][Cr](O[Cr]([O-])(=O)=O)(=O)=O.[K+].[K+].C[C:13]1[CH:18]=[C:17]([Cl:19])[N:16]=[N:15][C:14]=1[Cl:20].[C:21]([O-:24])(O)=[O:22].[Na+], predict the reaction product. The product is: [Cl:20][C:14]1[N:15]=[N:16][C:17]([Cl:19])=[CH:18][C:13]=1[C:21]([OH:24])=[O:22]. (5) Given the reactants [I:1][C:2]1[C:10]2[C:9](=[O:11])[O:8][C:7](=O)[C:6]=2[CH:5]=[CH:4][CH:3]=1.[NH2:13]C(N)=O, predict the reaction product. The product is: [I:1][C:2]1[CH:3]=[CH:4][CH:5]=[C:6]2[C:10]=1[C:9](=[O:11])[NH:13][C:7]2=[O:8]. (6) Given the reactants [C:1]([C:4]1[C:5]([N:13]2[CH2:18][CH2:17][N:16]([C:19](=[O:37])[C@H:20]([NH:29]C(=O)OC(C)(C)C)[CH2:21][C:22]3[CH:27]=[CH:26][C:25]([Cl:28])=[CH:24][CH:23]=3)[CH2:15][CH2:14]2)=[C:6]2[CH:12]=[CH:11][NH:10][C:7]2=[N:8][CH:9]=1)(=O)[NH2:2], predict the reaction product. The product is: [NH2:29][C@H:20]([CH2:21][C:22]1[CH:23]=[CH:24][C:25]([Cl:28])=[CH:26][CH:27]=1)[C:19]([N:16]1[CH2:17][CH2:18][N:13]([C:5]2[C:4]([C:1]#[N:2])=[CH:9][N:8]=[C:7]3[NH:10][CH:11]=[CH:12][C:6]=23)[CH2:14][CH2:15]1)=[O:37].